From a dataset of Forward reaction prediction with 1.9M reactions from USPTO patents (1976-2016). Predict the product of the given reaction. (1) Given the reactants [CH3:1][O:2][C:3]1[CH:34]=[CH:33][C:6]([CH2:7][N:8]2[C:16]3[CH:15]=[CH:14][N:13]=[C:12]([NH:17][CH:18]4[CH2:23][CH2:22][O:21][CH2:20][CH2:19]4)[C:11]=3[C:10]([C:24]3[CH:25]=[C:26]([CH:30]=[CH:31][N:32]=3)[C:27]([OH:29])=O)=[N:9]2)=[CH:5][CH:4]=1.Cl.[CH3:36][NH:37][CH3:38].[CH3:39]N(C(ON1N=NC2C=CC=NC1=2)=[N+](C)C)C.F[P-](F)(F)(F)(F)F.C(N(C(C)C)CC)(C)C, predict the reaction product. The product is: [CH3:1][O:2][C:3]1[CH:4]=[CH:5][C:6]([CH2:7][N:8]2[C:16]3[CH:15]=[C:14]([CH3:39])[N:13]=[C:12]([NH:17][CH:18]4[CH2:19][CH2:20][O:21][CH2:22][CH2:23]4)[C:11]=3[C:10]([C:24]3[CH:25]=[C:26]([CH:30]=[CH:31][N:32]=3)[C:27]([N:37]([CH3:38])[CH3:36])=[O:29])=[N:9]2)=[CH:33][CH:34]=1. (2) Given the reactants Br[C:2]1[CH:3]=[C:4]2[C:26]([C:27]3([C:40]4[CH:39]=[CH:38][CH:37]=[CH:36][C:35]=4[C:34]4[C:29]3=[CH:30][CH:31]=[CH:32][CH:33]=4)[CH:28]=1)=[C:7]1[CH:8]=[C:9]3[C:22](=[CH:23][C:6]1=[CH:5]2)[C:21]1[C:16](=[CH:17][CH:18]=[CH:19][CH:20]=1)[C:15]1[C:10]3=[CH:11][CH:12]=[C:13]([O:24][CH3:25])[CH:14]=1.[C:41]1([CH3:55])[CH:46]=[CH:45][CH:44]=[C:43]([NH:47][C:48]2[CH:49]=[C:50]([CH3:54])[CH:51]=[CH:52][CH:53]=2)[CH:42]=1.CC(C)([O-])C.[Na+], predict the reaction product. The product is: [CH3:25][O:24][C:13]1[CH:14]=[C:15]2[C:10](=[CH:11][CH:12]=1)[C:9]1[C:22](=[CH:23][C:6]3[C:7](=[C:26]4[C:4]([CH:5]=3)=[CH:3][C:2]([N:47]([C:48]3[CH:49]=[C:50]([CH3:54])[CH:51]=[CH:52][CH:53]=3)[C:43]3[CH:42]=[C:41]([CH3:55])[CH:46]=[CH:45][CH:44]=3)=[CH:28][C:27]34[C:29]4[CH:30]=[CH:31][CH:32]=[CH:33][C:34]=4[C:35]4[C:40]3=[CH:39][CH:38]=[CH:37][CH:36]=4)[CH:8]=1)[C:21]1[C:16]2=[CH:17][CH:18]=[CH:19][CH:20]=1. (3) Given the reactants [CH2:1]([O:3][C:4]1([C:7]2[CH:23]=[CH:22][C:10]([O:11][Si](C(C)C)(C(C)C)C(C)C)=[CH:9][C:8]=2[CH:24]([CH3:26])[CH3:25])[CH2:6][CH2:5]1)[CH3:2].[F-].C([N+](CCCC)(CCCC)CCCC)CCC, predict the reaction product. The product is: [CH2:1]([O:3][C:4]1([C:7]2[CH:23]=[CH:22][C:10]([OH:11])=[CH:9][C:8]=2[CH:24]([CH3:25])[CH3:26])[CH2:6][CH2:5]1)[CH3:2].